This data is from Human Reference Interactome with 51,813 positive PPI pairs across 8,248 proteins, plus equal number of experimentally-validated negative pairs. The task is: Binary Classification. Given two protein amino acid sequences, predict whether they physically interact or not. (1) Protein 1 (ENSG00000004779) has sequence MASRVLSAYVSRLPAAFAPLPRVRMLAVARPLSTALCSAGTQTRLGTLQPALVLAQVPGRVTQLCRQYSDMPPLTLEGIQDRVLYVLKLYDKIDPEKLSVNSHFMKDLGLDSLDQVEIIMAMEDEFGFEIPDIDAEKLMCPQEIVDYIADKKDVYE*MASRVLSAYVSRLPAAFAPLPRVRMLAVARPLSTALCSAGTQTRLGTLQPALVLAQHLLPVSRTPGSNSRKQAK*XLSAYVSRLPAAFAPLPRVRMLAVARPLSTALCSAGTQTRLGTLQPALVLAQLSVNSHFMKDLGLDSL.... Protein 2 (ENSG00000242689) has sequence MAFTEHSPLTPHRRDLCSRSIWLARKIRSDLTALTESYVKHQGLNKNINLDSADGMPVASTDQWSELTEAERLQENLQAYRTFHVLLARLLEDQQVHFTPTEGDFHQAIHTLLLQVAAFAYQIEELMILLEYKIPRNEADGMPINVGDGGLFEKKLWGLKVLQELSQWTVRSIHDLRFISSHQTGIPARGSHYIANNKKM*. Result: 1 (the proteins interact). (2) Protein 1 (ENSG00000147100) has sequence MALQSQASEEAKGPWQEADQEQQEPVGSPEPESEPEPEPEPEPVPVPPPEPQPEPQPLPDPAPLPELEFESERVHEPEPTPTVETRGTARGFQPPEGGFGWVVVFAATWCNGSIFGIHNSVGILYSMLLEEEKEKNRQVEFQAAWVGALAMGMIFFCSPIVSIFTDRLGCRITATAGAAVAFIGLHTSSFTSSLSLRYFTYGILFGCGCSFAFQPSLVILGHYFQRRLGLANGVVSAGSSIFSMSFPFLIRMLGDKIKLAQTFQVLSTFMFVLMLLSLTYRPLLPSSQDTPSKRGVRTLH.... Protein 2 (ENSG00000188153) has sequence MKLRGVSLAAGLFLLALSLWGQPAEAAACYGCSPGSKCDCSGIKGEKGERGFPGLEGHPGLPGFPGPEGPPGPRGQKGDDGIPGPPGPKGIRGPPGLPGFPGTPGLPGMPGHDGAPGPQGIPGCNGTKGERGFPGSPGFPGLQGPPGPPGIPGMKGEPGSIIMSSLPGPKGNPGYPGPPGIQGLPGPTGIPGPIGPPGPPGLMGPPGPPGLPGPKGNMGLNFQGPKGEKGEQGLQGPPGPPGQISEQKRPIDVEFQKGDQGLPGDRGPPGPPGIRGPPGPPGGEKGEKGEQGEPGKRGKP.... Result: 1 (the proteins interact).